From a dataset of Full USPTO retrosynthesis dataset with 1.9M reactions from patents (1976-2016). Predict the reactants needed to synthesize the given product. (1) Given the product [CH2:1]([NH:8][C:9]([C:11]1[N:16]=[C:15]2[C:17]([C:27]3[CH:28]=[CH:29][C:24]([C:23]([F:34])([F:33])[F:22])=[CH:25][CH:26]=3)=[CH:18][N:19]=[CH:20][C:14]2=[N:13][CH:12]=1)=[O:10])[C:2]1[CH:7]=[CH:6][CH:5]=[CH:4][CH:3]=1, predict the reactants needed to synthesize it. The reactants are: [CH2:1]([NH:8][C:9]([C:11]1[N:16]=[C:15]2[C:17](Br)=[CH:18][N:19]=[CH:20][C:14]2=[N:13][CH:12]=1)=[O:10])[C:2]1[CH:7]=[CH:6][CH:5]=[CH:4][CH:3]=1.[F:22][C:23]([F:34])([F:33])[C:24]1[CH:29]=[CH:28][C:27](B(O)O)=[CH:26][CH:25]=1.C(=O)([O-])[O-].[Cs+].[Cs+].O1CCOCC1. (2) The reactants are: [Cl:1][C:2]1[CH:10]=[CH:9][C:8]([N:11]2[CH2:16][CH2:15][N:14]([CH3:17])[CH2:13][CH2:12]2)=[CH:7][C:3]=1[C:4]([OH:6])=O.Cl.[NH2:19][C:20]1[CH:45]=[CH:44][C:23]2[CH2:24][CH2:25][C:26]3[C:27]([C:41]([NH2:43])=[O:42])=[N:28][N:29]([C:31]4[CH:36]=[CH:35][C:34]([S:37]([CH3:40])(=[O:39])=[O:38])=[CH:33][CH:32]=4)[C:30]=3[C:22]=2[CH:21]=1.C(N(C(C)C)CC)(C)C.CN(C(ON1N=NC2C=CC=NC1=2)=[N+](C)C)C.F[P-](F)(F)(F)(F)F. Given the product [Cl:1][C:2]1[CH:10]=[CH:9][C:8]([N:11]2[CH2:16][CH2:15][N:14]([CH3:17])[CH2:13][CH2:12]2)=[CH:7][C:3]=1[C:4]([NH:19][C:20]1[CH:45]=[CH:44][C:23]2[CH2:24][CH2:25][C:26]3[C:27]([C:41]([NH2:43])=[O:42])=[N:28][N:29]([C:31]4[CH:32]=[CH:33][C:34]([S:37]([CH3:40])(=[O:39])=[O:38])=[CH:35][CH:36]=4)[C:30]=3[C:22]=2[CH:21]=1)=[O:6], predict the reactants needed to synthesize it. (3) Given the product [O:36]=[S:22]1(=[O:21])[CH2:23][CH2:24][N:25]([CH2:28][C:29]2[CH:34]=[CH:33][C:32]([NH:35][C:4]3[N:9]=[CH:8][C:7]4=[CH:10][CH:11]=[C:12]([C:13]5[CH:14]=[N:15][C:16]([O:19][CH3:20])=[CH:17][CH:18]=5)[N:6]4[N:5]=3)=[CH:31][CH:30]=2)[CH2:26][CH2:27]1, predict the reactants needed to synthesize it. The reactants are: CS([C:4]1[N:9]=[CH:8][C:7]2=[CH:10][CH:11]=[C:12]([C:13]3[CH:14]=[N:15][C:16]([O:19][CH3:20])=[CH:17][CH:18]=3)[N:6]2[N:5]=1)=O.[O:21]=[S:22]1(=[O:36])[CH2:27][CH2:26][N:25]([CH2:28][C:29]2[CH:34]=[CH:33][C:32]([NH2:35])=[CH:31][CH:30]=2)[CH2:24][CH2:23]1. (4) Given the product [CH3:39][O:38][N:37]([CH3:36])[C:9]([C:7]1[CH:6]=[CH:5][N:4]=[C:3]([S:2][CH3:1])[N:8]=1)=[O:11], predict the reactants needed to synthesize it. The reactants are: [CH3:1][S:2][C:3]1[N:8]=[C:7]([C:9]([OH:11])=O)[CH:6]=[CH:5][N:4]=1.O.ON1C2C=CC=CC=2N=N1.Cl.CN(C)CCCN=C=NCC.Cl.[CH3:36][NH:37][O:38][CH3:39].C(N(CC)CC)C.C(=O)(O)[O-].[Na+]. (5) Given the product [CH2:8]([O:15][C:16]1[CH:25]=[C:24]2[C:19]([C:20]([O:26][C:27]3[CH:32]=[CH:31][C:30]([NH:33][C:45]([NH:44][C:41]4[CH:42]=[CH:43][C:38]([F:37])=[CH:39][CH:40]=4)=[O:46])=[C:29]([F:34])[CH:28]=3)=[CH:21][CH:22]=[N:23]2)=[CH:18][C:17]=1[C:35]#[N:36])[C:9]1[CH:14]=[CH:13][CH:12]=[CH:11][CH:10]=1, predict the reactants needed to synthesize it. The reactants are: C1(C)C=CC=CC=1.[CH2:8]([O:15][C:16]1[CH:25]=[C:24]2[C:19]([C:20]([O:26][C:27]3[CH:32]=[CH:31][C:30]([NH2:33])=[C:29]([F:34])[CH:28]=3)=[CH:21][CH:22]=[N:23]2)=[CH:18][C:17]=1[C:35]#[N:36])[C:9]1[CH:14]=[CH:13][CH:12]=[CH:11][CH:10]=1.[F:37][C:38]1[CH:43]=[CH:42][C:41]([N:44]=[C:45]=[O:46])=[CH:40][CH:39]=1. (6) The reactants are: [F:1][C:2]([F:29])([F:28])[C:3]1[C:4]([C:18]2[CH:19]=[N:20][C:21]([C:24]([F:27])([F:26])[F:25])=[N:22][CH:23]=2)=[CH:5][C:6]([CH2:9][NH:10]C(=O)OC(C)(C)C)=[N:7][CH:8]=1.[ClH:30]. Given the product [ClH:30].[F:29][C:2]([F:1])([F:28])[C:3]1[C:4]([C:18]2[CH:23]=[N:22][C:21]([C:24]([F:25])([F:27])[F:26])=[N:20][CH:19]=2)=[CH:5][C:6]([CH2:9][NH2:10])=[N:7][CH:8]=1, predict the reactants needed to synthesize it. (7) The reactants are: [CH3:1][S:2][CH2:3][CH2:4][CH2:5][NH:6][C:7]1[C:16]2[C:11](=[CH:12][C:13]([C:17]3[CH:22]=[CH:21][CH:20]=[CH:19][CH:18]=3)=[CH:14][CH:15]=2)[N:10]=[CH:9][C:8]=1[NH2:23].[C:24](OC)(OC)(OC)[CH2:25][CH2:26][CH2:27][CH3:28].Cl.N1C=CC=CC=1. Given the product [CH2:25]([C:24]1[N:6]([CH2:5][CH2:4][CH2:3][S:2][CH3:1])[C:7]2[C:16]3[CH:15]=[CH:14][C:13]([C:17]4[CH:22]=[CH:21][CH:20]=[CH:19][CH:18]=4)=[CH:12][C:11]=3[N:10]=[CH:9][C:8]=2[N:23]=1)[CH2:26][CH2:27][CH3:28], predict the reactants needed to synthesize it. (8) Given the product [CH:26]([N:25]1[C:21]([C:16]2[CH2:17][CH2:18][CH2:19][CH2:20][C:15]=2[CH2:14][O:1][C:2]2[C:10]([CH:11]=[O:12])=[C:9]3[C:5]([CH:6]=[N:7][NH:8]3)=[CH:4][CH:3]=2)=[CH:22][CH:23]=[N:24]1)([CH3:28])[CH3:27], predict the reactants needed to synthesize it. The reactants are: [OH:1][C:2]1[C:10]([CH:11]=[O:12])=[C:9]2[C:5]([CH:6]=[N:7][NH:8]2)=[CH:4][CH:3]=1.Cl[CH2:14][C:15]1[CH2:20][CH2:19][CH2:18][CH2:17][C:16]=1[C:21]1[N:25]([CH:26]([CH3:28])[CH3:27])[N:24]=[CH:23][CH:22]=1.C(=O)([O-])[O-].[K+].[K+]. (9) Given the product [Br:1][C:2]1[CH:3]=[CH:4][C:5]2[C:13]3[C:9](=[C:10]([C:15]4[CH:16]=[CH:17][C:18]([O:21][C:22]([F:23])([F:24])[F:25])=[CH:19][CH:20]=4)[N:11]([CH3:14])[N:12]=3)[CH:8]=[CH:7][C:6]=2[CH:26]=1, predict the reactants needed to synthesize it. The reactants are: [Br:1][C:2]1[CH:3]=[CH:4][C:5]2[C:13]3[CH:9]([CH:10]([C:15]4[CH:20]=[CH:19][C:18]([O:21][C:22]([F:25])([F:24])[F:23])=[CH:17][CH:16]=4)[N:11]([CH3:14])[N:12]=3)[CH2:8][CH2:7][C:6]=2[CH:26]=1.C(C1C(=O)C(Cl)=C(Cl)C(=O)C=1C#N)#N. (10) Given the product [N:20]1[C:21]2[C:26](=[CH:25][CH:24]=[CH:23][CH:22]=2)[CH:27]=[CH:28][C:19]=1[N:17]1[CH2:18][CH:15]([O:14][C:9]2[C:8]([CH:5]3[CH2:6][CH2:7][N:2]([C:36]([O:37][CH3:38])=[O:39])[CH2:3][CH2:4]3)=[N:13][CH:12]=[CH:11][N:10]=2)[CH2:16]1, predict the reactants needed to synthesize it. The reactants are: Cl.[NH:2]1[CH2:7][CH2:6][CH:5]([C:8]2[C:9]([O:14][CH:15]3[CH2:18][N:17]([C:19]4[CH:28]=[CH:27][C:26]5[C:21](=[CH:22][CH:23]=[CH:24][CH:25]=5)[N:20]=4)[CH2:16]3)=[N:10][CH:11]=[CH:12][N:13]=2)[CH2:4][CH2:3]1.CCN(CC)CC.[C:36](Cl)(=[O:39])[O:37][CH3:38].